Dataset: Full USPTO retrosynthesis dataset with 1.9M reactions from patents (1976-2016). Task: Predict the reactants needed to synthesize the given product. (1) Given the product [OH:2][CH:1]([C:13]1[CH:18]=[CH:17][CH:16]=[CH:15][CH:14]=1)[C:3]1[CH:12]=[CH:11][C:6]([C:7]([O:9][CH3:10])=[O:8])=[CH:5][CH:4]=1, predict the reactants needed to synthesize it. The reactants are: [CH:1]([C:3]1[CH:12]=[CH:11][C:6]([C:7]([O:9][CH3:10])=[O:8])=[CH:5][CH:4]=1)=[O:2].[C:13]1([Mg]Cl)[CH:18]=[CH:17][CH:16]=[CH:15][CH:14]=1.O1CCCC1. (2) Given the product [CH2:1]([O:3][C:4]([CH:6]1[C:12](=[O:13])[CH:11]([CH3:21])[CH2:10][N:9]([C:14]([O:16][C:17]([CH3:19])([CH3:18])[CH3:20])=[O:15])[CH2:8][CH2:7]1)=[O:5])[CH3:2], predict the reactants needed to synthesize it. The reactants are: [CH2:1]([O:3][C:4]([CH:6]1[C:12](=[O:13])[CH2:11][CH2:10][N:9]([C:14]([O:16][C:17]([CH3:20])([CH3:19])[CH3:18])=[O:15])[CH2:8][CH2:7]1)=[O:5])[CH3:2].[CH:21]([N-]C(C)C)(C)C.[Li+].IC.O. (3) The reactants are: FC(F)(F)C(O)=O.[NH2:8][C@H:9]([C:19]1[C:24]([C:25]2[CH:26]=[CH:27][C:28]([F:34])=[C:29]([CH:33]=2)[C:30]([NH2:32])=[O:31])=[CH:23][CH:22]=[CH:21][N:20]=1)[CH2:10][C:11]1[CH:16]=[C:15]([F:17])[CH:14]=[C:13]([F:18])[CH:12]=1.[F:35][C:36]1([F:53])[C:40]2[N:41]([CH2:48][C:49](O)=[O:50])[N:42]=[C:43]([C:44]([F:47])([F:46])[F:45])[C:39]=2[CH:38]2[CH2:52][CH:37]12. Given the product [F:53][C:36]1([F:35])[C:40]2[N:41]([CH2:48][C:49]([NH:8][C@H:9]([C:19]3[C:24]([C:25]4[CH:26]=[CH:27][C:28]([F:34])=[C:29]([CH:33]=4)[C:30]([NH2:32])=[O:31])=[CH:23][CH:22]=[CH:21][N:20]=3)[CH2:10][C:11]3[CH:12]=[C:13]([F:18])[CH:14]=[C:15]([F:17])[CH:16]=3)=[O:50])[N:42]=[C:43]([C:44]([F:47])([F:46])[F:45])[C:39]=2[CH:38]2[CH2:52][CH:37]12, predict the reactants needed to synthesize it. (4) Given the product [CH3:24][C:23]1[N:26]=[C:10]([CH2:9][O:8][C:7]2[CH:6]=[CH:5][C:4]([N+:1]([O-:3])=[O:2])=[CH:14][CH:13]=2)[O:12][N:25]=1, predict the reactants needed to synthesize it. The reactants are: [N+:1]([C:4]1[CH:14]=[CH:13][C:7]([O:8][CH2:9][C:10]([OH:12])=O)=[CH:6][CH:5]=1)([O-:3])=[O:2].Cl.C(N(CC)CC)C.[C:23](=[N:26]O)([NH2:25])[CH3:24].CCN=C=NCCCN(C)C.Cl.C(N(C(C)C)CC)(C)C. (5) Given the product [N:39]([CH2:12][CH2:13][O:14][CH2:15][CH2:16][O:17][CH2:18][CH2:19][O:20][CH2:21][CH2:22][O:23][CH2:24][CH2:25][O:26][CH2:27][CH2:28][O:29][CH2:30][CH2:31][C:32]([O:34][C:35]([CH3:38])([CH3:37])[CH3:36])=[O:33])=[N+:40]=[N-:41], predict the reactants needed to synthesize it. The reactants are: CC1C=CC(S(O[CH2:12][CH2:13][O:14][CH2:15][CH2:16][O:17][CH2:18][CH2:19][O:20][CH2:21][CH2:22][O:23][CH2:24][CH2:25][O:26][CH2:27][CH2:28][O:29][CH2:30][CH2:31][C:32]([O:34][C:35]([CH3:38])([CH3:37])[CH3:36])=[O:33])(=O)=O)=CC=1.[N-:39]=[N+:40]=[N-:41].[Na+].[I-].[Na+]. (6) Given the product [CH2:38]([O:37][C:35](=[O:36])[O:14][C:13]1[C:12]2([CH2:15][CH2:16][N:17]([O:20][CH3:21])[CH2:18][CH2:19]2)[N:11]([O:22][CH2:23][O:24][CH3:25])[C:10](=[O:26])[C:9]=1[C:3]1[CH:4]=[C:5]([CH3:8])[CH:6]=[CH:7][C:2]=1[CH3:1])[CH3:39], predict the reactants needed to synthesize it. The reactants are: [CH3:1][C:2]1[CH:7]=[CH:6][C:5]([CH3:8])=[CH:4][C:3]=1[C:9]1[C:10](=[O:26])[N:11]([O:22][CH2:23][O:24][CH3:25])[C:12]2([CH2:19][CH2:18][N:17]([O:20][CH3:21])[CH2:16][CH2:15]2)[C:13]=1[OH:14].C(N(CC)CC)C.Cl[C:35]([O:37][CH2:38][CH3:39])=[O:36]. (7) Given the product [NH2:44][C@@H:39]1[CH2:40][CH2:41][CH2:42][CH2:43][C@@H:38]1[NH:45][C:17]([C:14]1[S:15][CH:16]=[C:12]([C:9]2[N:8]3[C:3]([O:2][CH3:1])=[CH:4][C:5]([C:20]4[CH:21]=[CH:22][CH:23]=[CH:24][CH:25]=4)=[CH:6][C:7]3=[N:11][CH:10]=2)[CH:13]=1)=[O:19], predict the reactants needed to synthesize it. The reactants are: [CH3:1][O:2][C:3]1[N:8]2[C:9]([C:12]3[CH:13]=[C:14]([C:17]([OH:19])=O)[S:15][CH:16]=3)=[CH:10][N:11]=[C:7]2[CH:6]=[C:5]([C:20]2[CH:25]=[CH:24][CH:23]=[CH:22][CH:21]=2)[CH:4]=1.C(N1C=CN=C1)(N1C=CN=C1)=O.[C@@H:38]1([NH2:45])[CH2:43][CH2:42][CH2:41][CH2:40][C@@H:39]1[NH2:44]. (8) Given the product [CH2:5]([O:4][C:2](=[O:3])[NH:15][CH2:14][C:13]1[CH:16]=[C:9]([Br:8])[CH:10]=[CH:11][C:12]=1[F:17])[CH3:6], predict the reactants needed to synthesize it. The reactants are: Cl[C:2]([O:4][CH2:5][CH3:6])=[O:3].Cl.[Br:8][C:9]1[CH:10]=[CH:11][C:12]([F:17])=[C:13]([CH:16]=1)[CH2:14][NH2:15].C(N(C(C)C)CC)(C)C.C(OCC)C.